This data is from Peptide-MHC class II binding affinity with 134,281 pairs from IEDB. The task is: Regression. Given a peptide amino acid sequence and an MHC pseudo amino acid sequence, predict their binding affinity value. This is MHC class II binding data. (1) The peptide sequence is VPDFNELFQLAKELV. The MHC is DRB1_0101 with pseudo-sequence DRB1_0101. The binding affinity (normalized) is 0.690. (2) The peptide sequence is MPVDPDNEAYEMPSE. The MHC is DRB1_0405 with pseudo-sequence DRB1_0405. The binding affinity (normalized) is 0.157. (3) The peptide sequence is APADDKFTVFEAAFN. The MHC is DRB1_1101 with pseudo-sequence DRB1_1101. The binding affinity (normalized) is 0.143.